From a dataset of Reaction yield outcomes from USPTO patents with 853,638 reactions. Predict the reaction yield, written as a fraction of the theoretical maximum amount of product (1.0 means a 100% yield; for example, 0.34 means a 34% yield). (1) The reactants are C(N(C(C)C)CC)(C)C.Cl.[CH3:11][S:12]([C:15]1[CH:20]=[CH:19][C:18]([C:21]2[CH:26]=[CH:25][C:24]([O:27][CH2:28][CH:29]3[CH2:34][CH2:33][NH:32][CH2:31][CH2:30]3)=[CH:23][CH:22]=2)=[CH:17][CH:16]=1)(=[O:14])=[O:13].Cl[C:36]([O:38][CH:39]([CH3:41])[CH3:40])=[O:37]. The catalyst is C(Cl)Cl.CCOCC. The product is [CH3:11][S:12]([C:15]1[CH:16]=[CH:17][C:18]([C:21]2[CH:26]=[CH:25][C:24]([O:27][CH2:28][CH:29]3[CH2:34][CH2:33][N:32]([C:36]([O:38][CH:39]([CH3:41])[CH3:40])=[O:37])[CH2:31][CH2:30]3)=[CH:23][CH:22]=2)=[CH:19][CH:20]=1)(=[O:14])=[O:13]. The yield is 0.820. (2) The catalyst is C(Cl)(Cl)Cl. The reactants are [N:1]1[O:2][N:3]=[C:4]2[C:8](=[O:9])[O:7][CH2:6][C:5]=12.[Cl:10][C:11]1[CH:12]=[CH:13][C:14]([CH3:19])=[C:15]([CH2:17][NH2:18])[CH:16]=1. The product is [Cl:10][C:11]1[CH:12]=[CH:13][C:14]([CH3:19])=[C:15]([CH:16]=1)[CH2:17][NH:18][C:8]([C:4]1[C:5]([CH2:6][OH:7])=[N:1][O:2][N:3]=1)=[O:9]. The yield is 0.670. (3) The reactants are [CH3:1][N:2]([CH2:16][C:17]1[CH:22]=[CH:21][CH:20]=[CH:19][C:18]=1[CH3:23])[CH2:3][CH:4]([C:6]1[CH:15]=[CH:14][C:13]2[C:8](=[CH:9][CH:10]=[CH:11][CH:12]=2)[CH:7]=1)O.FC(F)(F)C(OC(=O)C(F)(F)F)=O. The catalyst is FC(F)(F)C(O)=O. The product is [CH3:1][N:2]1[CH2:3][CH:4]([C:6]2[CH:15]=[CH:14][C:13]3[C:8](=[CH:9][CH:10]=[CH:11][CH:12]=3)[CH:7]=2)[C:22]2[C:17](=[C:18]([CH3:23])[CH:19]=[CH:20][CH:21]=2)[CH2:16]1. The yield is 0.610. (4) The reactants are [C:1](=O)([O-])[O-].[Cs+].[Cs+].[OH:7][C:8]1[C:13]([C:14]([C:16]2[CH:21]=[CH:20][CH:19]=[CH:18][CH:17]=2)=[O:15])=[CH:12][C:11]([C:22]([F:25])([F:24])[F:23])=[CH:10][N:9]=1.[CH3:26][O:27][C:28](=[O:47])[CH2:29][CH2:30][C:31]1[CH:36]=[CH:35][C:34]([O:37][CH2:38][CH2:39][C@@H:40](OS(C)(=O)=O)[CH3:41])=[CH:33][CH:32]=1. The catalyst is CN(C=O)C. The product is [CH3:26][O:27][C:28](=[O:47])[CH2:29][CH2:30][C:31]1[CH:36]=[CH:35][C:34]([O:37][CH2:38][CH2:39][C@@H:40]([O:7][C:8]2[C:13]([C:14](=[O:15])[C:16]3[CH:21]=[CH:20][CH:19]=[CH:18][CH:17]=3)=[CH:12][C:11]([C:22]([F:23])([F:25])[F:24])=[CH:10][N:9]=2)[CH3:41])=[CH:33][C:32]=1[CH3:1]. The yield is 0.300. (5) The reactants are [OH-].[Na+].[Br:3][C:4]1[CH:5]=[C:6]([N:15]([CH:18]2[CH2:22][CH2:21][CH2:20][CH2:19]2)[CH2:16][CH3:17])[C:7]([CH3:14])=[C:8]([CH:13]=1)[C:9]([O:11]C)=O.[NH2:23][CH2:24][C:25]1[C:26](=[O:33])[NH:27][C:28]([CH3:32])=[CH:29][C:30]=1[CH3:31].C1CN([P+](ON2N=NC3C=CC=CC2=3)(N2CCCC2)N2CCCC2)CC1.F[P-](F)(F)(F)(F)F. The catalyst is C(O)C.CS(C)=O. The product is [Br:3][C:4]1[CH:5]=[C:6]([N:15]([CH:18]2[CH2:22][CH2:21][CH2:20][CH2:19]2)[CH2:16][CH3:17])[C:7]([CH3:14])=[C:8]([CH:13]=1)[C:9]([NH:23][CH2:24][C:25]1[C:26](=[O:33])[NH:27][C:28]([CH3:32])=[CH:29][C:30]=1[CH3:31])=[O:11]. The yield is 0.420. (6) The reactants are C([O:4][C@@H:5]1[C@@H:10]([O:11]C(=O)C)[C@H:9]([O:15]C(=O)C)[C@@H:8]([C:19]([O:21]C)=[O:20])[O:7][C@H:6]1[O:23][C:24]1[CH:32]=[C:31]2[C:27]([C@H:28]([CH2:122][Cl:123])[CH2:29][N:30]2[C:33](=[O:121])[CH2:34][CH2:35][CH2:36][C:37]([N:39]2[C:47]3[C:42](=[C:43]4[C:117]([CH3:118])=[CH:116][S:115][C:44]4=[C:45]([O:48][C:49](=[O:114])[N:50]([CH2:52][CH2:53][N:54]([C:56]([O:58][CH2:59][C:60]4[CH:65]=[CH:64][C:63]([NH:66][C:67](=[O:113])[C@H:68]([CH2:106][CH2:107][CH2:108][NH:109][C:110]([NH2:112])=[O:111])[NH:69][C:70](=[O:105])[C@H:71]([CH:102]([CH3:104])[CH3:103])[NH:72][C:73](=[O:101])[C@@H:74]([NH:97][C:98](=[O:100])[CH3:99])[CH2:75][CH2:76][CH2:77][CH2:78][NH:79]C(=O)OCC5C6C=CC=CC=6C6C5=CC=CC=6)=[CH:62][CH:61]=4)=[O:57])[CH3:55])[CH3:51])[CH:46]=3)[C@H:41]([CH2:119][Cl:120])[CH2:40]2)=[O:38])=[C:26]2[C:124]([CH3:127])=[CH:125][S:126][C:25]=12)(=O)C.C1COCC1.CO.O[Li].O. The catalyst is CN(C=O)C.CC(O)=O. The product is [C:98]([NH:97][C@@H:74]([CH2:75][CH2:76][CH2:77][CH2:78][NH2:79])[C:73]([NH:72][C@@H:71]([CH:102]([CH3:103])[CH3:104])[C:70]([NH:69][C@@H:68]([CH2:106][CH2:107][CH2:108][NH:109][C:110]([NH2:112])=[O:111])[C:67]([NH:66][C:63]1[CH:64]=[CH:65][C:60]([CH2:59][O:58][C:56]([N:54]([CH3:55])[CH2:53][CH2:52][N:50]([CH3:51])[C:49]([O:48][C:45]2[CH:46]=[C:47]3[C:42]([C@H:41]([CH2:119][Cl:120])[CH2:40][N:39]3[C:37](=[O:38])[CH2:36][CH2:35][CH2:34][C:33]([N:30]3[C:31]4[C:27](=[C:26]5[C:124]([CH3:127])=[CH:125][S:126][C:25]5=[C:24]([O:23][C@@H:6]5[O:7][C@H:8]([C:19]([OH:21])=[O:20])[C@@H:9]([OH:15])[C@H:10]([OH:11])[C@H:5]5[OH:4])[CH:32]=4)[C@H:28]([CH2:122][Cl:123])[CH2:29]3)=[O:121])=[C:43]3[C:117]([CH3:118])=[CH:116][S:115][C:44]=23)=[O:114])=[O:57])=[CH:61][CH:62]=1)=[O:113])=[O:105])=[O:101])(=[O:100])[CH3:99]. The yield is 0.660.